Task: Binary Classification. Given a miRNA mature sequence and a target amino acid sequence, predict their likelihood of interaction.. Dataset: Experimentally validated miRNA-target interactions with 360,000+ pairs, plus equal number of negative samples The miRNA is ath-miR160b with sequence UGCCUGGCUCCCUGUAUGCCA. The protein sequence of the target gene is MWSPEREAEAPAGGDPAGLLPPEWEEDEERMSFLFSAFKRSREVNSTDWDSKMGFWAPLVLSHSRRQGVVRLRLRDLQEAFQRKGSVPLGLATVLQDLLRRGELQRESDFMASVDSSWISWGVGVFLLKPLKWTLSNMLGDNKVPAEEVLVAVELLKEKAEEVYRLYQNSPLSSHPVVALSELSTLCANSCPDERTFYLVLLQLQKEKRVTVLEQNGEKIVKFARGPRAKVSPVNDVDVGVYQLMQSEQLLSRKVESLSQEAERCKEEARRACRAGKKQLALRSLKAKQRTEKRIEALHA.... Result: 0 (no interaction).